This data is from Catalyst prediction with 721,799 reactions and 888 catalyst types from USPTO. The task is: Predict which catalyst facilitates the given reaction. (1) Reactant: [Cl:1][C:2]1[CH:3]=[C:4]([N:14]([CH2:21][C:22]2[CH:27]=[CH:26][C:25]([O:28][CH3:29])=[CH:24][CH:23]=2)[C:15]2[CH:20]=[CH:19][CH:18]=[CH:17][CH:16]=2)[C:5]2[N:6]([C:8]([C:11]([OH:13])=O)=[CH:9][N:10]=2)[N:7]=1.CCN=C=NCCCN(C)C.C1C=CC2N(O)N=NC=2C=1.[NH2:51][C:52]1[CH:57]=[CH:56][N:55]=[CH:54][CH:53]=1. Product: [Cl:1][C:2]1[CH:3]=[C:4]([N:14]([CH2:21][C:22]2[CH:27]=[CH:26][C:25]([O:28][CH3:29])=[CH:24][CH:23]=2)[C:15]2[CH:16]=[CH:17][CH:18]=[CH:19][CH:20]=2)[C:5]2[N:6]([C:8]([C:11]([NH:51][C:52]3[CH:57]=[CH:56][N:55]=[CH:54][CH:53]=3)=[O:13])=[CH:9][N:10]=2)[N:7]=1. The catalyst class is: 23. (2) Reactant: [CH3:1][O:2][C:3]1[C:11]2[O:10][CH:9]=[C:8]([CH2:12][CH2:13]I)[C:7]=2[CH:6]=[CH:5][CH:4]=1.[N:15]1([C:21]2[CH:22]=[CH:23][CH:24]=[C:25]3[C:30]=2[N:29]=[CH:28][CH:27]=[CH:26]3)[CH2:20][CH2:19][NH:18][CH2:17][CH2:16]1.C(N(CC)C(C)C)(C)C. Product: [CH3:1][O:2][C:3]1[C:11]2[O:10][CH:9]=[C:8]([CH2:12][CH2:13][N:18]3[CH2:19][CH2:20][N:15]([C:21]4[CH:22]=[CH:23][CH:24]=[C:25]5[C:30]=4[N:29]=[CH:28][CH:27]=[CH:26]5)[CH2:16][CH2:17]3)[C:7]=2[CH:6]=[CH:5][CH:4]=1. The catalyst class is: 16. (3) Reactant: Cl[C:2]1[CH:7]=[C:6]([C:8]2[CH:13]=[CH:12][CH:11]=[CH:10][CH:9]=2)[N:5]=[C:4]([NH:14][C:15](=[O:29])[CH2:16][CH2:17][C:18]([C:20]2[CH:21]=[CH:22][C:23]3[O:27][CH2:26][CH2:25][C:24]=3[CH:28]=2)=[O:19])[CH:3]=1.C1(C2C=CC=CC=2)C=CC=CC=1P(C1CCCCC1)C1CCCCC1.C(=O)([O-])[O-].[K+].[K+].[C:61]([C:64]1[CH:65]=[C:66](B(O)O)[CH:67]=[CH:68][CH:69]=1)(=[O:63])[CH3:62]. Product: [C:61]([C:64]1[CH:69]=[C:68]([C:2]2[CH:7]=[C:6]([C:8]3[CH:13]=[CH:12][CH:11]=[CH:10][CH:9]=3)[N:5]=[C:4]([NH:14][C:15](=[O:29])[CH2:16][CH2:17][C:18]([C:20]3[CH:21]=[CH:22][C:23]4[O:27][CH2:26][CH2:25][C:24]=4[CH:28]=3)=[O:19])[CH:3]=2)[CH:67]=[CH:66][CH:65]=1)(=[O:63])[CH3:62]. The catalyst class is: 110. (4) Reactant: [CH3:1][O:2][CH2:3][CH2:4][NH:5][C:6]([C:8]1[N:12]([CH2:13][C:14]2[CH:19]=[CH:18][CH:17]=[C:16]([Cl:20])[CH:15]=2)[C:11]2[CH:21]=[C:22](Br)[S:23][C:10]=2[C:9]=1I)=[O:7].[C:26]1([C:32]#[C:33][Sn](C)(C)C)[CH:31]=[CH:30][CH:29]=[CH:28][CH:27]=1.C([O-])([O-])=O.[Na+].[Na+]. Product: [CH3:1][O:2][CH2:3][CH2:4][NH:5][C:6]([C:8]1[N:12]([CH2:13][C:14]2[CH:19]=[CH:18][CH:17]=[C:16]([Cl:20])[CH:15]=2)[C:11]2[CH:21]=[C:22]([C:33]#[C:32][C:26]3[CH:31]=[CH:30][CH:29]=[CH:28][CH:27]=3)[S:23][C:10]=2[C:9]=1[C:33]#[C:32][C:26]1[CH:31]=[CH:30][CH:29]=[CH:28][CH:27]=1)=[O:7]. The catalyst class is: 109.